The task is: Regression/Classification. Given a drug SMILES string, predict its absorption, distribution, metabolism, or excretion properties. Task type varies by dataset: regression for continuous measurements (e.g., permeability, clearance, half-life) or binary classification for categorical outcomes (e.g., BBB penetration, CYP inhibition). Dataset: cyp3a4_veith.. This data is from CYP3A4 inhibition data for predicting drug metabolism from PubChem BioAssay. (1) The compound is Cc1ccc(Sc2ncccc2COC(=O)Nc2ccccc2C)cc1. The result is 1 (inhibitor). (2) The compound is Cc1nc(SCC(=O)c2cc3ccccc3oc2=O)c(C#N)c(C)c1C(=O)Nc1ccccc1. The result is 0 (non-inhibitor). (3) The molecule is Nc1ccc(Sc2ccccc2CC(=O)O)cc1. The result is 0 (non-inhibitor). (4) The drug is O=C([O-])C(F)(F)F.O=C([O-])C(F)(F)F.c1cc2cc(c1)C[n+]1ccc(c3ccccc31)NCc1ccc(cc1)CNc1cc[n+](c3ccccc13)C2. The result is 0 (non-inhibitor). (5) The drug is COC(=O)c1cc(NC(=O)N2c3ccccc3Sc3ccccc32)cc(C(=O)OC)c1. The result is 1 (inhibitor). (6) The drug is Nc1nc(C(=O)O)c(N=Nc2ccccc2)c(=O)[nH]1. The result is 0 (non-inhibitor).